This data is from NCI-60 drug combinations with 297,098 pairs across 59 cell lines. The task is: Regression. Given two drug SMILES strings and cell line genomic features, predict the synergy score measuring deviation from expected non-interaction effect. Drug 1: COC1=C(C=C2C(=C1)N=CN=C2NC3=CC(=C(C=C3)F)Cl)OCCCN4CCOCC4. Drug 2: C1=CC=C(C=C1)NC(=O)CCCCCCC(=O)NO. Cell line: M14. Synergy scores: CSS=10.5, Synergy_ZIP=-3.83, Synergy_Bliss=-0.167, Synergy_Loewe=-1.44, Synergy_HSA=-0.708.